Predict the reaction yield, written as a fraction of the theoretical maximum amount of product (1.0 means a 100% yield; for example, 0.34 means a 34% yield). From a dataset of Reaction yield outcomes from USPTO patents with 853,638 reactions. (1) The reactants are [Cl:1][C:2]1[CH:7]=[CH:6][C:5]([N:8]2[C:13](=[O:14])[C:12]3[CH:15]=[N:16][N:17]([C:18]4[CH:23]=[CH:22][CH:21]=[CH:20][CH:19]=4)[C:11]=3[N:10]=[C:9]2[C:24]2[CH:29]=[CH:28][C:27](I)=[CH:26][CH:25]=2)=[CH:4][CH:3]=1.C1C=CC(P(C2C(C3C(P(C4C=CC=CC=4)C4C=CC=CC=4)=CC=C4C=3C=CC=C4)=C3C(C=CC=C3)=CC=2)C2C=CC=CC=2)=CC=1.C([O-])([O-])=O.[Cs+].[Cs+].[NH:83]1[CH2:88][CH2:87][O:86][CH2:85][CH2:84]1. The catalyst is C1C=CC(/C=C/C(/C=C/C2C=CC=CC=2)=O)=CC=1.C1C=CC(/C=C/C(/C=C/C2C=CC=CC=2)=O)=CC=1.C1C=CC(/C=C/C(/C=C/C2C=CC=CC=2)=O)=CC=1.[Pd].[Pd].C1(C)C=CC=CC=1. The product is [Cl:1][C:2]1[CH:7]=[CH:6][C:5]([N:8]2[C:13](=[O:14])[C:12]3[CH:15]=[N:16][N:17]([C:18]4[CH:23]=[CH:22][CH:21]=[CH:20][CH:19]=4)[C:11]=3[N:10]=[C:9]2[C:24]2[CH:29]=[CH:28][C:27]([N:83]3[CH2:88][CH2:87][O:86][CH2:85][CH2:84]3)=[CH:26][CH:25]=2)=[CH:4][CH:3]=1. The yield is 0.700. (2) The reactants are [NH2:1][C:2]1[CH:11]=[CH:10][C:9]2[NH:8][CH:7]=[C:6]3[C:12](=[O:21])[N:13]([C:15]4[CH:20]=[CH:19][CH:18]=[CH:17][CH:16]=4)[N:14]=[C:5]3[C:4]=2[CH:3]=1.Cl.Cl[CH2:24][CH2:25][NH:26][CH2:27][CH2:28]Cl. The catalyst is ClC1C=CC=CC=1. The product is [C:15]1([N:13]2[C:12](=[O:21])[C:6]3=[CH:7][NH:8][C:9]4[CH:10]=[CH:11][C:2]([N:1]5[CH2:28][CH2:27][NH:26][CH2:25][CH2:24]5)=[CH:3][C:4]=4[C:5]3=[N:14]2)[CH:20]=[CH:19][CH:18]=[CH:17][CH:16]=1. The yield is 0.750. (3) The reactants are [F:1][C:2]1[CH:21]=[C:20]([F:22])[CH:19]=[CH:18][C:3]=1[O:4][C:5]1[C:14]([O:15][CH3:16])=[CH:13][CH:12]=[C:11]2[C:6]=1[CH:7]=[CH:8][C:9](=O)[NH:10]2.O=P(Cl)(Cl)[Cl:25]. No catalyst specified. The product is [Cl:25][C:9]1[CH:8]=[CH:7][C:6]2[C:11](=[CH:12][CH:13]=[C:14]([O:15][CH3:16])[C:5]=2[O:4][C:3]2[CH:18]=[CH:19][C:20]([F:22])=[CH:21][C:2]=2[F:1])[N:10]=1. The yield is 0.875. (4) The reactants are [Br:1][C:2]1[CH:7]=[CH:6][C:5]([S:8](Cl)(=[O:10])=[O:9])=[CH:4][CH:3]=1.Cl.[CH3:13][C:14]1([OH:18])[CH2:17][NH:16][CH2:15]1.CCN(C(C)C)C(C)C.Cl. The catalyst is C(Cl)Cl. The product is [Br:1][C:2]1[CH:7]=[CH:6][C:5]([S:8]([N:16]2[CH2:17][C:14]([CH3:13])([OH:18])[CH2:15]2)(=[O:10])=[O:9])=[CH:4][CH:3]=1. The yield is 0.730. (5) The reactants are FC(F)(F)C1C=C(NC(=O)NC2C=CC(C3SC(CCC(OC)=O)=NC=3)=CC=2)C=CC=1.[NH2:32][C:33]1[CH:38]=[CH:37][C:36]([C:39]2[S:43][C:42]([CH:44]3[CH2:49][CH2:48][CH:47]([C:50]([O:52][CH3:53])=[O:51])[CH2:46][CH2:45]3)=[N:41][CH:40]=2)=[CH:35][CH:34]=1.[N:54]([C:57]1[CH:62]=[C:61]([CH3:63])[CH:60]=[CH:59][C:58]=1[F:64])=[C:55]=[O:56]. No catalyst specified. The product is [F:64][C:58]1[CH:59]=[CH:60][C:61]([CH3:63])=[CH:62][C:57]=1[NH:54][C:55](=[O:56])[NH:32][C:33]1[CH:34]=[CH:35][C:36]([C:39]2[S:43][C:42]([CH:44]3[CH2:45][CH2:46][CH:47]([C:50]([O:52][CH3:53])=[O:51])[CH2:48][CH2:49]3)=[N:41][CH:40]=2)=[CH:37][CH:38]=1. The yield is 0.760. (6) The reactants are [CH:1]([N:14]1[CH2:17][C:16](=O)[CH2:15]1)([C:8]1[CH:13]=[CH:12][CH:11]=[CH:10][CH:9]=1)[C:2]1[CH:7]=[CH:6][CH:5]=[CH:4][CH:3]=1.[CH3:19][NH:20][CH3:21].[H][H]. The catalyst is CO.[C].[Pd]. The product is [CH:1]([N:14]1[CH2:17][CH:16]([N:20]([CH3:21])[CH3:19])[CH2:15]1)([C:8]1[CH:13]=[CH:12][CH:11]=[CH:10][CH:9]=1)[C:2]1[CH:7]=[CH:6][CH:5]=[CH:4][CH:3]=1. The yield is 0.920. (7) The reactants are [C:1]([C:3]1([NH:6][C:7]([C@@H:9]2[CH2:13][C@@H:12]([S:14]([C:17]3[CH:22]=[CH:21][C:20](F)=[CH:19][C:18]=3[C:24]([F:27])([F:26])[F:25])(=[O:16])=[O:15])[CH2:11][C@H:10]2[C:28]([N:30]2[CH2:33][C:32]([F:35])([F:34])[CH2:31]2)=[O:29])=[O:8])[CH2:5][CH2:4]1)#[N:2].C(=O)([O-])[O-].[Cs+].[Cs+].[OH:42][CH:43]1[CH2:46][O:45][CH2:44]1. The catalyst is CN(C)C=O. The product is [C:1]([C:3]1([NH:6][C:7]([CH:9]2[CH2:13][CH:12]([S:14]([C:17]3[CH:22]=[CH:21][C:20]([O:42][CH:43]4[CH2:46][O:45][CH2:44]4)=[CH:19][C:18]=3[C:24]([F:25])([F:26])[F:27])(=[O:15])=[O:16])[CH2:11][CH:10]2[C:28]([N:30]2[CH2:31][C:32]([F:34])([F:35])[CH2:33]2)=[O:29])=[O:8])[CH2:4][CH2:5]1)#[N:2]. The yield is 0.350. (8) The reactants are [CH:1]([C:4]1[N:9]=[C:8]([CH2:10]O)[CH:7]=[CH:6][CH:5]=1)([CH3:3])[CH3:2].S(Cl)([Cl:14])=O. The catalyst is C(Cl)Cl. The product is [ClH:14].[Cl:14][CH2:10][C:8]1[CH:7]=[CH:6][CH:5]=[C:4]([CH:1]([CH3:3])[CH3:2])[N:9]=1. The yield is 0.980. (9) The yield is 0.600. The reactants are [C:1]([O:5][C:6](=[O:8])[NH2:7])([CH3:4])([CH3:3])[CH3:2].[CH3:9][O:10][C:11](=[O:21])[CH:12]([C:14]1[CH:19]=[CH:18][C:17](Br)=[CH:16][CH:15]=1)[OH:13].[C:36]1(C)[CH:41]=[CH:40][CH:39]=[CH:38][C:37]=1P([C:36]1[CH:41]=[CH:40][CH:39]=[CH:38][C:37]=1C)[C:36]1[CH:41]=[CH:40][CH:39]=[CH:38][C:37]=1C.[CH3:44][CH2:45]N(CC)CC.[NH4+].[Cl-].C[N:54]([CH:56]=[O:57])C. The catalyst is C1C=CC(/C=C/C(/C=C/C2C=CC=CC=2)=O)=CC=1.C1C=CC(/C=C/C(/C=C/C2C=CC=CC=2)=O)=CC=1.C1C=CC(/C=C/C(/C=C/C2C=CC=CC=2)=O)=CC=1.[Pd].[Pd]. The product is [CH3:9][O:10][C:11](=[O:21])[CH:12]([C:14]1[CH:19]=[CH:18][C:17](/[CH:44]=[CH:45]/[C:56](=[O:57])[NH:54][C:36]2[CH:37]=[CH:38][CH:39]=[CH:40][C:41]=2[NH:7][C:6]([O:5][C:1]([CH3:4])([CH3:3])[CH3:2])=[O:8])=[CH:16][CH:15]=1)[OH:13].